Task: Predict the product of the given reaction.. Dataset: Forward reaction prediction with 1.9M reactions from USPTO patents (1976-2016) Given the reactants CC1(C)N([O])C(C)(C)CCC1.[C:12]([O:16][C:17]([N:19]1[CH2:23][C@H:22]([CH2:24][OH:25])[C@@H:21]([C:26]([CH3:34])([CH3:33])[O:27][SiH2:28][C:29]([CH3:32])([CH3:31])[CH3:30])[CH2:20]1)=[O:18])([CH3:15])([CH3:14])[CH3:13].C([O:39]C(N1C[C@H](CO)[C@@H](CO)C1)=O)(C)(C)C.[O-]Cl=O.[Na+].[O-]Cl.[Na+].Cl, predict the reaction product. The product is: [C:12]([O:16][C:17]([N:19]1[CH2:20][C@H:21]([C:26]([CH3:34])([CH3:33])[O:27][SiH2:28][C:29]([CH3:32])([CH3:31])[CH3:30])[C@@H:22]([C:24]([OH:39])=[O:25])[CH2:23]1)=[O:18])([CH3:14])([CH3:15])[CH3:13].